This data is from NCI-60 drug combinations with 297,098 pairs across 59 cell lines. The task is: Regression. Given two drug SMILES strings and cell line genomic features, predict the synergy score measuring deviation from expected non-interaction effect. (1) Drug 2: CC1C(C(CC(O1)OC2CC(CC3=C2C(=C4C(=C3O)C(=O)C5=CC=CC=C5C4=O)O)(C(=O)C)O)N)O. Synergy scores: CSS=48.2, Synergy_ZIP=-8.63, Synergy_Bliss=-10.0, Synergy_Loewe=-5.90, Synergy_HSA=-4.25. Drug 1: COC1=CC(=CC(=C1O)OC)C2C3C(COC3=O)C(C4=CC5=C(C=C24)OCO5)OC6C(C(C7C(O6)COC(O7)C8=CC=CS8)O)O. Cell line: U251. (2) Synergy scores: CSS=30.6, Synergy_ZIP=4.47, Synergy_Bliss=10.2, Synergy_Loewe=9.88, Synergy_HSA=14.1. Drug 1: C1CCC(CC1)NC(=O)N(CCCl)N=O. Drug 2: C(CC(=O)O)C(=O)CN.Cl. Cell line: KM12. (3) Synergy scores: CSS=67.1, Synergy_ZIP=1.80, Synergy_Bliss=0.814, Synergy_Loewe=-4.57, Synergy_HSA=4.57. Cell line: HCT116. Drug 1: C1CC2CC3=C(CC1C24CN(S(=O)(=O)N4)CC(F)(F)F)C=CC(=C3)C=CCN5CCC(CC5)C(F)(F)F. Drug 2: C1=C(C(=O)NC(=O)N1)F. (4) Drug 1: CS(=O)(=O)C1=CC(=C(C=C1)C(=O)NC2=CC(=C(C=C2)Cl)C3=CC=CC=N3)Cl. Drug 2: CC12CCC3C(C1CCC2OP(=O)(O)O)CCC4=C3C=CC(=C4)OC(=O)N(CCCl)CCCl.[Na+]. Cell line: IGROV1. Synergy scores: CSS=-0.514, Synergy_ZIP=-2.99, Synergy_Bliss=-7.19, Synergy_Loewe=-7.71, Synergy_HSA=-7.39. (5) Drug 1: C1=NC2=C(N=C(N=C2N1C3C(C(C(O3)CO)O)F)Cl)N. Drug 2: CC=C1C(=O)NC(C(=O)OC2CC(=O)NC(C(=O)NC(CSSCCC=C2)C(=O)N1)C(C)C)C(C)C. Cell line: K-562. Synergy scores: CSS=63.1, Synergy_ZIP=-3.56, Synergy_Bliss=0.371, Synergy_Loewe=-1.43, Synergy_HSA=-0.886. (6) Drug 1: C1CCC(C1)C(CC#N)N2C=C(C=N2)C3=C4C=CNC4=NC=N3. Drug 2: C1CN1P(=S)(N2CC2)N3CC3. Cell line: T-47D. Synergy scores: CSS=4.20, Synergy_ZIP=-1.60, Synergy_Bliss=-2.31, Synergy_Loewe=-11.8, Synergy_HSA=-7.17. (7) Drug 1: C1CCC(CC1)NC(=O)N(CCCl)N=O. Drug 2: CC(C)NC(=O)C1=CC=C(C=C1)CNNC.Cl. Cell line: RPMI-8226. Synergy scores: CSS=18.5, Synergy_ZIP=6.91, Synergy_Bliss=7.93, Synergy_Loewe=-25.2, Synergy_HSA=-1.93. (8) Synergy scores: CSS=23.2, Synergy_ZIP=13.0, Synergy_Bliss=13.5, Synergy_Loewe=-62.1, Synergy_HSA=1.81. Drug 1: CN1C(=O)N2C=NC(=C2N=N1)C(=O)N. Cell line: T-47D. Drug 2: COCCOC1=C(C=C2C(=C1)C(=NC=N2)NC3=CC=CC(=C3)C#C)OCCOC. (9) Drug 1: CN(CCCl)CCCl.Cl. Drug 2: N.N.Cl[Pt+2]Cl. Cell line: MDA-MB-231. Synergy scores: CSS=59.0, Synergy_ZIP=-1.15, Synergy_Bliss=-1.34, Synergy_Loewe=2.17, Synergy_HSA=4.68.